This data is from Forward reaction prediction with 1.9M reactions from USPTO patents (1976-2016). The task is: Predict the product of the given reaction. (1) Given the reactants [Cl:1][C:2]1[CH:10]=[CH:9][CH:8]=[C:7]2[C:3]=1[CH2:4][C:5](=[O:15])[N:6]2[CH2:11][C:12]([NH2:14])=[O:13].C1C(=O)N([Cl:23])C(=O)C1.O, predict the reaction product. The product is: [Cl:1][C:2]1[C:10]([Cl:23])=[CH:9][CH:8]=[C:7]2[C:3]=1[CH2:4][C:5](=[O:15])[N:6]2[CH2:11][C:12]([NH2:14])=[O:13]. (2) Given the reactants [F:1][C:2]1[CH:36]=[CH:35][CH:34]=[CH:33][C:3]=1[CH2:4][O:5][C:6]1[CH:30]=[CH:29][C:9]([CH2:10][N:11]([C:22]([C:24]2[S:25][CH:26]=[CH:27][CH:28]=2)=[O:23])[CH2:12][CH2:13][NH:14]C(=O)OC(C)(C)C)=[CH:8][C:7]=1[O:31][CH3:32].[F:37][C:38]([F:43])([F:42])[C:39]([OH:41])=[O:40], predict the reaction product. The product is: [F:37][C:38]([F:43])([F:42])[C:39]([OH:41])=[O:40].[NH2:14][CH2:13][CH2:12][N:11]([CH2:10][C:9]1[CH:29]=[CH:30][C:6]([O:5][CH2:4][C:3]2[CH:33]=[CH:34][CH:35]=[CH:36][C:2]=2[F:1])=[C:7]([O:31][CH3:32])[CH:8]=1)[C:22]([C:24]1[S:25][CH:26]=[CH:27][CH:28]=1)=[O:23]. (3) Given the reactants [C:1]([C:3]1[C:4]([N:17]2[CH2:22][CH2:21][CH:20]([C:23](O)=[O:24])[CH2:19][CH2:18]2)=[N:5][C:6]([CH:14]([F:16])[F:15])=[C:7]([C:9]([O:11][CH2:12][CH3:13])=[O:10])[CH:8]=1)#[N:2].[F:26][C:27]1[CH:28]=[C:29]([CH2:33][S:34]([NH2:37])(=[O:36])=[O:35])[CH:30]=[CH:31][CH:32]=1, predict the reaction product. The product is: [C:1]([C:3]1[C:4]([N:17]2[CH2:18][CH2:19][CH:20]([C:23]([NH:37][S:34]([CH2:33][C:29]3[CH:30]=[CH:31][CH:32]=[C:27]([F:26])[CH:28]=3)(=[O:36])=[O:35])=[O:24])[CH2:21][CH2:22]2)=[N:5][C:6]([CH:14]([F:16])[F:15])=[C:7]([CH:8]=1)[C:9]([O:11][CH2:12][CH3:13])=[O:10])#[N:2]. (4) The product is: [Cl:16][C:14]1[CH:13]=[CH:12][C:11]([CH2:17][N:18]2[CH2:19][CH2:20][NH:21][CH2:22][CH2:23]2)=[C:10]([N:7]2[CH2:8][CH2:9][N:4]([C:1](=[O:3])[CH3:2])[CH2:5][CH2:6]2)[CH:15]=1. Given the reactants [C:1]([N:4]1[CH2:9][CH2:8][N:7]([C:10]2[CH:15]=[C:14]([Cl:16])[CH:13]=[CH:12][C:11]=2[CH2:17][N:18]2[CH2:23][CH2:22][N:21](C(OC(C)(C)C)=O)[CH2:20][CH2:19]2)[CH2:6][CH2:5]1)(=[O:3])[CH3:2].FC(F)(F)C(O)=O, predict the reaction product.